Dataset: Reaction yield outcomes from USPTO patents with 853,638 reactions. Task: Predict the reaction yield, written as a fraction of the theoretical maximum amount of product (1.0 means a 100% yield; for example, 0.34 means a 34% yield). (1) The reactants are [BH4-].[Na+].[Li+].[Br-].C([O:7][C:8](=O)[CH2:9][NH:10][CH2:11][C:12]1[CH:17]=[CH:16][CH:15]=[C:14]([O:18][CH2:19][C:20]2[CH:25]=[CH:24][CH:23]=[CH:22][CH:21]=2)[CH:13]=1)C. The catalyst is C1COCC1. The product is [CH2:19]([O:18][C:14]1[CH:13]=[C:12]([CH2:11][NH:10][CH2:9][CH2:8][OH:7])[CH:17]=[CH:16][CH:15]=1)[C:20]1[CH:21]=[CH:22][CH:23]=[CH:24][CH:25]=1. The yield is 0.904. (2) The reactants are Cl.O1CCOCC1.C(OC([N:15]1[CH2:20][CH2:19][N:18]([C:21](=[O:41])[C:22]2[CH:27]=[CH:26][C:25]([C:28]3[NH:29][C:30](=[O:40])[C:31]4[C:36]([CH:37]=3)=[C:35]([C:38]#[N:39])[CH:34]=[CH:33][CH:32]=4)=[CH:24][CH:23]=2)[CH2:17][CH2:16]1)=O)(C)(C)C. No catalyst specified. The product is [O:40]=[C:30]1[C:31]2[CH:32]=[CH:33][CH:34]=[C:35]([C:38]#[N:39])[C:36]=2[CH:37]=[C:28]([C:25]2[CH:24]=[CH:23][C:22]([C:21]([N:18]3[CH2:17][CH2:16][NH:15][CH2:20][CH2:19]3)=[O:41])=[CH:27][CH:26]=2)[NH:29]1. The yield is 0.0900. (3) The reactants are [NH2:1][C:2]1[CH:10]=[C:9]2[C:5]([CH2:6][O:7][C:8]2=[C:11]2[C:19]3[C:14](=[CH:15][CH:16]=[CH:17][CH:18]=3)[NH:13][C:12]2=[O:20])=[CH:4][CH:3]=1.C(N(CC)C(C)C)(C)C.[CH3:30][O:31][C:32]1[CH:37]=[CH:36][C:35]([CH2:38][C:39](Cl)=[O:40])=[CH:34][CH:33]=1. The catalyst is C1COCC1. The product is [CH3:30][O:31][C:32]1[CH:37]=[CH:36][C:35]([CH2:38][C:39]([NH:1][C:2]2[CH:10]=[C:9]3[C:5](=[CH:4][CH:3]=2)[CH2:6][O:7][C:8]3=[C:11]2[C:19]3[C:14](=[CH:15][CH:16]=[CH:17][CH:18]=3)[NH:13][C:12]2=[O:20])=[O:40])=[CH:34][CH:33]=1. The yield is 0.620. (4) The reactants are [NH2:1][C:2]1[C:11]2[CH:10]=[CH:9][CH:8]=[C:7](Br)[C:6]=2[N:5]=[C:4]2[CH2:13][N:14]([CH2:17][CH3:18])[C:15](=[O:16])[C:3]=12.[CH3:19][O:20][C:21]1[C:26](B(O)O)=[CH:25][CH:24]=[C:23]([O:30][CH3:31])[N:22]=1. No catalyst specified. The product is [NH2:1][C:2]1[C:11]2[CH:10]=[CH:9][CH:8]=[C:7]([C:26]3[C:21]([O:20][CH3:19])=[N:22][C:23]([O:30][CH3:31])=[CH:24][CH:25]=3)[C:6]=2[N:5]=[C:4]2[CH2:13][N:14]([CH2:17][CH3:18])[C:15](=[O:16])[C:3]=12. The yield is 0.596. (5) The reactants are [H-].[H-].[H-].[H-].[Li+].[Al+3].C([O:9][C:10](=O)[C:11]1[CH:16]=[CH:15][CH:14]=[N:13][C:12]=1[CH2:17][CH3:18])C. The catalyst is O1CCCC1. The product is [CH2:17]([C:12]1[C:11]([CH2:10][OH:9])=[CH:16][CH:15]=[CH:14][N:13]=1)[CH3:18]. The yield is 0.540. (6) The yield is 0.880. No catalyst specified. The product is [F:18][C:19]1[CH:20]=[C:21]([CH:22]=[CH:23][C:24]=1[F:25])[CH2:26][NH:27][C:14]([C:10]1[S:9][C:8]([N:5]2[CH:6]=[CH:7][C:2]([OH:1])=[CH:3][C:4]2=[O:17])=[N:12][C:11]=1[CH3:13])=[O:16]. The reactants are [OH:1][C:2]1[CH:7]=[CH:6][N:5]([C:8]2[S:9][C:10]([C:14]([OH:16])=O)=[C:11]([CH3:13])[N:12]=2)[C:4](=[O:17])[CH:3]=1.[F:18][C:19]1[CH:20]=[C:21]([CH2:26][NH2:27])[CH:22]=[CH:23][C:24]=1[F:25].